Dataset: NCI-60 drug combinations with 297,098 pairs across 59 cell lines. Task: Regression. Given two drug SMILES strings and cell line genomic features, predict the synergy score measuring deviation from expected non-interaction effect. (1) Drug 1: CC(C)(C#N)C1=CC(=CC(=C1)CN2C=NC=N2)C(C)(C)C#N. Drug 2: CCN(CC)CCCC(C)NC1=C2C=C(C=CC2=NC3=C1C=CC(=C3)Cl)OC. Cell line: 786-0. Synergy scores: CSS=8.80, Synergy_ZIP=-7.35, Synergy_Bliss=-1.19, Synergy_Loewe=-5.57, Synergy_HSA=-5.18. (2) Drug 1: C1=CN(C=N1)CC(O)(P(=O)(O)O)P(=O)(O)O. Drug 2: C(=O)(N)NO. Cell line: NCI-H522. Synergy scores: CSS=1.85, Synergy_ZIP=-0.907, Synergy_Bliss=0.194, Synergy_Loewe=0.692, Synergy_HSA=-0.803. (3) Drug 1: CN(C)N=NC1=C(NC=N1)C(=O)N. Drug 2: CC1C(C(CC(O1)OC2CC(OC(C2O)C)OC3=CC4=CC5=C(C(=O)C(C(C5)C(C(=O)C(C(C)O)O)OC)OC6CC(C(C(O6)C)O)OC7CC(C(C(O7)C)O)OC8CC(C(C(O8)C)O)(C)O)C(=C4C(=C3C)O)O)O)O. Cell line: ACHN. Synergy scores: CSS=4.22, Synergy_ZIP=-3.02, Synergy_Bliss=0.145, Synergy_Loewe=-0.187, Synergy_HSA=0.387. (4) Drug 1: CC1=C2C(C(=O)C3(C(CC4C(C3C(C(C2(C)C)(CC1OC(=O)C(C(C5=CC=CC=C5)NC(=O)OC(C)(C)C)O)O)OC(=O)C6=CC=CC=C6)(CO4)OC(=O)C)OC)C)OC. Drug 2: C1=CN(C(=O)N=C1N)C2C(C(C(O2)CO)O)O.Cl. Cell line: NCI-H522. Synergy scores: CSS=50.7, Synergy_ZIP=-14.0, Synergy_Bliss=-10.4, Synergy_Loewe=-5.66, Synergy_HSA=-3.51. (5) Drug 1: C(=O)(N)NO. Drug 2: CCN(CC)CCCC(C)NC1=C2C=C(C=CC2=NC3=C1C=CC(=C3)Cl)OC. Cell line: HCT-15. Synergy scores: CSS=5.43, Synergy_ZIP=8.91, Synergy_Bliss=11.3, Synergy_Loewe=-19.2, Synergy_HSA=4.27. (6) Drug 1: CC1=CC2C(CCC3(C2CCC3(C(=O)C)OC(=O)C)C)C4(C1=CC(=O)CC4)C. Drug 2: CCN(CC)CCNC(=O)C1=C(NC(=C1C)C=C2C3=C(C=CC(=C3)F)NC2=O)C. Cell line: HT29. Synergy scores: CSS=5.82, Synergy_ZIP=1.54, Synergy_Bliss=6.16, Synergy_Loewe=3.15, Synergy_HSA=4.51. (7) Drug 1: C1CC(=O)NC(=O)C1N2CC3=C(C2=O)C=CC=C3N. Drug 2: CCC1=CC2CC(C3=C(CN(C2)C1)C4=CC=CC=C4N3)(C5=C(C=C6C(=C5)C78CCN9C7C(C=CC9)(C(C(C8N6C)(C(=O)OC)O)OC(=O)C)CC)OC)C(=O)OC.C(C(C(=O)O)O)(C(=O)O)O. Cell line: BT-549. Synergy scores: CSS=46.8, Synergy_ZIP=-0.952, Synergy_Bliss=0.229, Synergy_Loewe=-26.7, Synergy_HSA=2.29. (8) Drug 1: CCC1=C2CN3C(=CC4=C(C3=O)COC(=O)C4(CC)O)C2=NC5=C1C=C(C=C5)O. Drug 2: C1=CC=C(C=C1)NC(=O)CCCCCCC(=O)NO. Cell line: U251. Synergy scores: CSS=40.7, Synergy_ZIP=-2.49, Synergy_Bliss=-4.61, Synergy_Loewe=-18.3, Synergy_HSA=-2.74. (9) Drug 1: CNC(=O)C1=CC=CC=C1SC2=CC3=C(C=C2)C(=NN3)C=CC4=CC=CC=N4. Drug 2: CN1C2=C(C=C(C=C2)N(CCCl)CCCl)N=C1CCCC(=O)O.Cl. Cell line: OVCAR-4. Synergy scores: CSS=-2.24, Synergy_ZIP=0.867, Synergy_Bliss=0.972, Synergy_Loewe=-5.10, Synergy_HSA=-2.01.